Dataset: Catalyst prediction with 721,799 reactions and 888 catalyst types from USPTO. Task: Predict which catalyst facilitates the given reaction. Reactant: [CH3:1][N:2]1[C:7]([C:8]([F:11])([F:10])[F:9])=[CH:6][CH:5]=[C:4]([C:12]([OH:14])=[O:13])[C:3]1=[O:15].[C:16](Cl)(=O)C(Cl)=O.CO.C(N(CC)CC)C. Product: [CH3:16][O:13][C:12]([C:4]1[C:3](=[O:15])[N:2]([CH3:1])[C:7]([C:8]([F:9])([F:10])[F:11])=[CH:6][CH:5]=1)=[O:14]. The catalyst class is: 139.